Dataset: Peptide-MHC class I binding affinity with 185,985 pairs from IEDB/IMGT. Task: Regression. Given a peptide amino acid sequence and an MHC pseudo amino acid sequence, predict their binding affinity value. This is MHC class I binding data. (1) The peptide sequence is EEMEITTHF. The MHC is Mamu-A11 with pseudo-sequence Mamu-A11. The binding affinity (normalized) is 0.958. (2) The peptide sequence is IISLKYTRK. The binding affinity (normalized) is 0.0847. The MHC is HLA-B15:17 with pseudo-sequence HLA-B15:17.